This data is from Forward reaction prediction with 1.9M reactions from USPTO patents (1976-2016). The task is: Predict the product of the given reaction. (1) Given the reactants [OH-].[K+].[N+:3]([C:6]1[CH:11]=[CH:10][CH:9]=[CH:8][C:7]=1[S:12]([NH:15][C:16]1[CH:21]=[CH:20][CH:19]=[CH:18][CH:17]=1)(=[O:14])=[O:13])([O-:5])=[O:4].Br[CH2:23][CH2:24][CH:25]=[CH2:26], predict the reaction product. The product is: [CH2:26]([N:15]([C:16]1[CH:17]=[CH:18][CH:19]=[CH:20][CH:21]=1)[S:12]([C:7]1[CH:8]=[CH:9][CH:10]=[CH:11][C:6]=1[N+:3]([O-:5])=[O:4])(=[O:14])=[O:13])[CH2:25][CH:24]=[CH2:23]. (2) Given the reactants S(O)(O)(=O)=O.[NH2:6][C:7]1[NH:8][CH:9]=[CH:10][N:11]=1.[NH2:6][C:7]1[NH:8][CH:9]=[CH:10][N:11]=1.C[O-].[Na+].C(O[CH:24](OCC)[CH2:25][C:26]#[N:27])C, predict the reaction product. The product is: [N:8]1[CH:9]=[CH:10][N:11]2[CH:24]=[CH:25][C:26]([NH2:27])=[N:6][C:7]=12. (3) The product is: [Cl:22][C:23]1[CH:28]=[CH:27][C:26]([Cl:29])=[CH:25][C:24]=1[C:2]1[N:6]2[C:7]3[N:8]=[C:9]([O:16][CH3:17])[CH:10]=[CH:11][C:12]=3[N:13]=[C:14]([CH3:15])[C:5]2=[C:4]([C:18]([F:21])([F:20])[F:19])[N:3]=1. Given the reactants Br[C:2]1[N:6]2[C:7]3[C:12]([N:13]=[C:14]([CH3:15])[C:5]2=[C:4]([C:18]([F:21])([F:20])[F:19])[N:3]=1)=[CH:11][CH:10]=[C:9]([O:16][CH3:17])[N:8]=3.[Cl:22][C:23]1[CH:28]=[CH:27][C:26]([Cl:29])=[CH:25][C:24]=1B(O)O, predict the reaction product. (4) Given the reactants [F:1][C:2]1[CH:7]=[CH:6][C:5]([N:8]=[C:9]=[O:10])=[CH:4][CH:3]=1.[OH:11][N:12]=[C:13]1[CH2:18][CH2:17][N:16]([C:19]([O:21][C:22]([CH3:25])([CH3:24])[CH3:23])=[O:20])[CH2:15][CH2:14]1.C(N(CC)CC)C, predict the reaction product. The product is: [F:1][C:2]1[CH:7]=[CH:6][C:5]([NH:8][C:9]([O:11][N:12]=[C:13]2[CH2:14][CH2:15][N:16]([C:19]([O:21][C:22]([CH3:25])([CH3:24])[CH3:23])=[O:20])[CH2:17][CH2:18]2)=[O:10])=[CH:4][CH:3]=1. (5) Given the reactants Cl.[NH2:2][OH:3].C(N(CC)CC)C.[Br:11][C:12]1[CH:13]=[C:14]2[C:19](=[CH:20][CH:21]=1)[CH:18]=[C:17]([C:22]#[N:23])[CH:16]=[CH:15]2, predict the reaction product. The product is: [Br:11][C:12]1[CH:13]=[C:14]2[C:19](=[CH:20][CH:21]=1)[CH:18]=[C:17]([C:22]([NH:2][OH:3])=[NH:23])[CH:16]=[CH:15]2.